This data is from Catalyst prediction with 721,799 reactions and 888 catalyst types from USPTO. The task is: Predict which catalyst facilitates the given reaction. (1) Reactant: [NH:1]1[C:9]2[C:4](=[CH:5][CH:6]=[C:7]3[CH:13]=[CH:12][CH:11]=[CH:10][C:8]3=2)[CH:3]=[CH:2]1.C[Si]([N-][Si](C)(C)C)(C)C.[K+].CN(C=O)C.Cl[CH2:30][C:31]([NH:33][C@H:34]([C:44]1[C:49]([C:50]2[CH:51]=[CH:52][C:53]([F:59])=[C:54]([CH:58]=2)[C:55]([NH2:57])=[O:56])=[CH:48][CH:47]=[CH:46][N:45]=1)[CH2:35][C:36]1[CH:41]=[C:40]([F:42])[CH:39]=[C:38]([F:43])[CH:37]=1)=[O:32]. Product: [N:1]1([CH2:30][C:31]([NH:33][C@H:34]([C:44]2[C:49]([C:50]3[CH:51]=[CH:52][C:53]([F:59])=[C:54]([CH:58]=3)[C:55]([NH2:57])=[O:56])=[CH:48][CH:47]=[CH:46][N:45]=2)[CH2:35][C:36]2[CH:41]=[C:40]([F:42])[CH:39]=[C:38]([F:43])[CH:37]=2)=[O:32])[C:9]2[C:4](=[CH:5][CH:6]=[C:7]3[CH:13]=[CH:12][CH:11]=[CH:10][C:8]3=2)[CH:3]=[CH:2]1. The catalyst class is: 67. (2) Product: [Cl:1][C:2]1[CH:3]=[C:4]2[C:8](=[CH:9][CH:10]=1)[N:7]([S:11]([C:14]1[C:15]([CH3:23])=[C:16]([CH:20]=[CH:21][CH:22]=1)[C:17]([NH:46][C:39]1[CH:40]=[CH:41][C:42]([C:44]#[N:45])=[CH:43][C:38]=1[C:37]([OH:36])=[O:47])=[O:18])(=[O:13])=[O:12])[CH2:6][CH2:5]2. Reactant: [Cl:1][C:2]1[CH:3]=[C:4]2[C:8](=[CH:9][CH:10]=1)[N:7]([S:11]([C:14]1[C:15]([CH3:23])=[C:16]([CH:20]=[CH:21][CH:22]=1)[C:17](O)=[O:18])(=[O:13])=[O:12])[CH2:6][CH2:5]2.CN(C=O)C.C(Cl)(=O)C(Cl)=O.C[O:36][C:37](=[O:47])[C:38]1[CH:43]=[C:42]([C:44]#[N:45])[CH:41]=[CH:40][C:39]=1[NH2:46]. The catalyst class is: 202. (3) Reactant: [ClH:1].[N:2]1([CH:6]2[CH2:23][CH2:22][C:9]3([CH2:14][CH2:13][N:12](C(OCCCC)=O)[CH2:11][CH2:10]3)[CH2:8][CH2:7]2)[CH2:5][CH2:4][CH2:3]1. Product: [ClH:1].[ClH:1].[N:2]1([CH:6]2[CH2:7][CH2:8][C:9]3([CH2:14][CH2:13][NH:12][CH2:11][CH2:10]3)[CH2:22][CH2:23]2)[CH2:3][CH2:4][CH2:5]1. The catalyst class is: 5. (4) Reactant: C([O:3][C:4](=[O:43])[C:5]([O:8][C:9]1[CH:14]=[CH:13][C:12]([O:15][CH2:16][CH2:17][C:18]2[N:19]=[C:20]([C:24]3[CH:25]=[C:26]([C:30]4[CH:35]=[CH:34][C:33]([C:36](=[O:42])[NH:37][C:38]([CH3:41])([CH3:40])[CH3:39])=[CH:32][CH:31]=4)[CH:27]=[CH:28][CH:29]=3)[O:21][C:22]=2[CH3:23])=[CH:11][CH:10]=1)([CH3:7])[CH3:6])C.[OH-].[Na+]. Product: [C:38]([NH:37][C:36]([C:33]1[CH:32]=[CH:31][C:30]([C:26]2[CH:27]=[CH:28][CH:29]=[C:24]([C:20]3[O:21][C:22]([CH3:23])=[C:18]([CH2:17][CH2:16][O:15][C:12]4[CH:11]=[CH:10][C:9]([O:8][C:5]([CH3:7])([CH3:6])[C:4]([OH:43])=[O:3])=[CH:14][CH:13]=4)[N:19]=3)[CH:25]=2)=[CH:35][CH:34]=1)=[O:42])([CH3:41])([CH3:40])[CH3:39]. The catalyst class is: 353. (5) Reactant: [NH2:1][C:2]1[CH:7]=[C:6]([F:8])[CH:5]=[CH:4][C:3]=1[SH:9].Br[CH2:11][C:12]1[CH:13]=[C:14]([CH:19]=[CH:20][CH:21]=1)[C:15]([O:17][CH3:18])=[O:16].C([O-])([O-])=O.[K+].[K+]. Product: [NH2:1][C:2]1[CH:7]=[C:6]([F:8])[CH:5]=[CH:4][C:3]=1[S:9][CH2:11][C:12]1[CH:13]=[C:14]([CH:19]=[CH:20][CH:21]=1)[C:15]([O:17][CH3:18])=[O:16]. The catalyst class is: 3.